From a dataset of Forward reaction prediction with 1.9M reactions from USPTO patents (1976-2016). Predict the product of the given reaction. (1) Given the reactants [CH3:1][N:2]([CH3:23])[C@H:3]1[CH2:8][CH2:7][CH2:6][N:5]([C:9]2[CH:18]=[CH:17][C:12]([C:13]([O:15]C)=[O:14])=[CH:11][C:10]=2[C:19]([F:22])([F:21])[F:20])[CH2:4]1.[OH-].[Na+].Cl, predict the reaction product. The product is: [CH3:1][N:2]([CH3:23])[C@H:3]1[CH2:8][CH2:7][CH2:6][N:5]([C:9]2[CH:18]=[CH:17][C:12]([C:13]([OH:15])=[O:14])=[CH:11][C:10]=2[C:19]([F:22])([F:20])[F:21])[CH2:4]1. (2) Given the reactants N#N.[Cl:3][CH2:4][C:5]1[N:6]=[C:7]([CH:10]([OH:12])[CH3:11])[S:8][CH:9]=1, predict the reaction product. The product is: [Cl:3][CH2:4][C:5]1[N:6]=[C:7]([C:10](=[O:12])[CH3:11])[S:8][CH:9]=1. (3) Given the reactants C(OC(=O)NC(C)(C)C/C=C/[C:12](=O)[N:13]([C@@H:15]([C:26](=[O:41])[N:27]([CH3:40])[CH:28]([C:36](=[O:39])[NH:37][CH3:38])[CH2:29][C:30]1[CH:35]=[CH:34][CH:33]=[CH:32][CH:31]=1)[CH2:16][C:17]1[C:18]2[CH:25]=[CH:24][CH:23]=[CH:22][C:19]=2[S:20][CH:21]=1)C)(C)(C)C.FC(F)(F)C(O)=O.O.C(=O)([O-])O.[Na+], predict the reaction product. The product is: [S:20]1[CH:21]=[C:17]([CH2:16][C@@H:15]([NH:13][CH3:12])[C:26]([N:27]([CH3:40])[C@@H:28]([C:36](=[O:39])[NH:37][CH3:38])[CH2:29][C:30]2[CH:35]=[CH:34][CH:33]=[CH:32][CH:31]=2)=[O:41])[C:18]2[CH:25]=[CH:24][CH:23]=[CH:22][C:19]1=2.